From a dataset of Reaction yield outcomes from USPTO patents with 853,638 reactions. Predict the reaction yield, written as a fraction of the theoretical maximum amount of product (1.0 means a 100% yield; for example, 0.34 means a 34% yield). (1) The catalyst is C(COC)OC.O.C1C=CC([P]([Pd]([P](C2C=CC=CC=2)(C2C=CC=CC=2)C2C=CC=CC=2)([P](C2C=CC=CC=2)(C2C=CC=CC=2)C2C=CC=CC=2)[P](C2C=CC=CC=2)(C2C=CC=CC=2)C2C=CC=CC=2)(C2C=CC=CC=2)C2C=CC=CC=2)=CC=1. The reactants are [Si:1]([O:8][CH2:9][C:10]1([CH3:38])[S:16][CH2:15][CH2:14][N:13]2[C:17]([C:20]3([C:23]4[CH:28]=[CH:27][C:26](B5OC(C)(C)C(C)(C)O5)=[CH:25][CH:24]=4)[CH2:22][CH2:21]3)=[N:18][N:19]=[C:12]2[CH2:11]1)([C:4]([CH3:7])([CH3:6])[CH3:5])([CH3:3])[CH3:2].Br[C:40]1[CH:45]=[C:44]([CH3:46])[CH:43]=[CH:42][N:41]=1.C(=O)([O-])[O-].[K+].[K+]. The product is [Si:1]([O:8][CH2:9][C:10]1([CH3:38])[S:16][CH2:15][CH2:14][N:13]2[C:17]([C:20]3([C:23]4[CH:24]=[CH:25][C:26]([C:40]5[CH:45]=[C:44]([CH3:46])[CH:43]=[CH:42][N:41]=5)=[CH:27][CH:28]=4)[CH2:22][CH2:21]3)=[N:18][N:19]=[C:12]2[CH2:11]1)([C:4]([CH3:5])([CH3:6])[CH3:7])([CH3:3])[CH3:2]. The yield is 0.200. (2) The reactants are C([O:8][C:9]1[CH:10]=[C:11]2[C:16](=[CH:17][C:18]=1[O:19][CH3:20])[N:15]=[CH:14][CH:13]=[C:12]2[O:21][C:22]1[CH:23]=[CH:24][C:25]2[NH:30][CH2:29][CH2:28][O:27][C:26]=2[CH:31]=1)C1C=CC=CC=1. The catalyst is C(O)C.[Pd]. The product is [O:27]1[CH2:28][CH2:29][NH:30][C:25]2[CH:24]=[CH:23][C:22]([O:21][C:12]3[C:11]4[C:16](=[CH:17][C:18]([O:19][CH3:20])=[C:9]([OH:8])[CH:10]=4)[N:15]=[CH:14][CH:13]=3)=[CH:31][C:26]1=2. The yield is 0.810. (3) The reactants are [Br:1][C:2]1[CH:6]=[N:5][N:4]([CH3:7])[C:3]=1[C:8]1[CH:9]=[C:10]([NH2:17])[CH:11]=[CH:12][C:13]=1[O:14][CH2:15][CH3:16].[Cl:18][C:19]1[CH:24]=[CH:23][C:22]([N:25]=[C:26]=[O:27])=[CH:21][CH:20]=1. The catalyst is C(Cl)Cl. The product is [Br:1][C:2]1[CH:6]=[N:5][N:4]([CH3:7])[C:3]=1[C:8]1[CH:9]=[C:10]([NH:17][C:26]([NH:25][C:22]2[CH:23]=[CH:24][C:19]([Cl:18])=[CH:20][CH:21]=2)=[O:27])[CH:11]=[CH:12][C:13]=1[O:14][CH2:15][CH3:16]. The yield is 0.560. (4) The reactants are [C:1]([O:5][C:6]([NH:8][C:9]1[CH:14]=[CH:13][CH:12]=[CH:11][C:10]=1[NH:15][C:16](=[O:24])[C:17]1[CH:22]=[CH:21][C:20](Cl)=[N:19][CH:18]=1)=[O:7])([CH3:4])([CH3:3])[CH3:2].[N:25]1[CH:30]=[CH:29][CH:28]=[C:27](B(O)O)[CH:26]=1.COCCOC.C(=O)([O-])O.[Na+]. The catalyst is C(OCC)(=O)C.O.[Pd].C1(P(C2C=CC=CC=2)C2C=CC=CC=2)C=CC=CC=1.C1(P(C2C=CC=CC=2)C2C=CC=CC=2)C=CC=CC=1.C1(P(C2C=CC=CC=2)C2C=CC=CC=2)C=CC=CC=1.C1(P(C2C=CC=CC=2)C2C=CC=CC=2)C=CC=CC=1. The product is [C:1]([O:5][C:6]([NH:8][C:9]1[CH:14]=[CH:13][CH:12]=[CH:11][C:10]=1[NH:15][C:16]([C:17]1[CH:22]=[CH:21][C:20]([C:27]2[CH:26]=[N:25][CH:30]=[CH:29][CH:28]=2)=[N:19][CH:18]=1)=[O:24])=[O:7])([CH3:4])([CH3:3])[CH3:2]. The yield is 1.06. (5) The reactants are [SH:1][C:2]1[CH:7]=[CH:6][C:5]([CH2:8][C:9]([OH:11])=[O:10])=[CH:4][CH:3]=1.[CH3:12]O. The catalyst is S(=O)(=O)(O)O. The product is [CH3:12][O:10][C:9](=[O:11])[CH2:8][C:5]1[CH:4]=[CH:3][C:2]([SH:1])=[CH:7][CH:6]=1. The yield is 0.960.